From a dataset of Forward reaction prediction with 1.9M reactions from USPTO patents (1976-2016). Predict the product of the given reaction. (1) The product is: [O:1]1[C:5]2[CH:6]=[CH:7][C:8]([C:10]3([C:13]([NH:15][C:16]4[CH:21]=[N:20][C:19]([NH:27][C:26]5[CH:28]=[CH:29][CH:30]=[CH:31][C:25]=5[O:24][CH3:23])=[CH:18][N:17]=4)=[O:14])[CH2:12][CH2:11]3)=[CH:9][C:4]=2[O:3][CH2:2]1. Given the reactants [O:1]1[C:5]2[CH:6]=[CH:7][C:8]([C:10]3([C:13]([NH:15][C:16]4[CH:21]=[N:20][C:19](Br)=[CH:18][N:17]=4)=[O:14])[CH2:12][CH2:11]3)=[CH:9][C:4]=2[O:3][CH2:2]1.[CH3:23][O:24][C:25]1[CH:31]=[CH:30][CH:29]=[CH:28][C:26]=1[NH2:27].CC(C)([O-])C.[K+].O1CCOCC1, predict the reaction product. (2) Given the reactants [NH2:1][C:2]1[CH:7]=[N:6][C:5]([C:8]2[CH:13]=[CH:12][C:11]([C:14]3[C:15]([C:20]([OH:22])=O)=[CH:16][CH:17]=[CH:18][CH:19]=3)=[CH:10][C:9]=2[F:23])=[CH:4][N:3]=1.[F:24][C:25]([F:30])([F:29])[C@H:26]([NH2:28])[CH3:27], predict the reaction product. The product is: [NH2:1][C:2]1[N:3]=[CH:4][C:5]([C:8]2[CH:13]=[CH:12][C:11]([C:14]3[C:15]([C:20]([NH:28][C@H:26]([CH3:27])[C:25]([F:30])([F:29])[F:24])=[O:22])=[CH:16][CH:17]=[CH:18][CH:19]=3)=[CH:10][C:9]=2[F:23])=[N:6][CH:7]=1. (3) Given the reactants [Br:1][C:2]1[N:6]2[CH:7]=[C:8]([CH3:12])[N:9]=[C:10](Cl)[C:5]2=[N:4][CH:3]=1.Cl.[NH2:14][CH2:15][C:16]1[CH:21]=[CH:20][C:19]([S:22]([NH2:25])(=[O:24])=[O:23])=[CH:18][CH:17]=1.CCN(C(C)C)C(C)C, predict the reaction product. The product is: [Br:1][C:2]1[N:6]2[CH:7]=[C:8]([CH3:12])[N:9]=[C:10]([NH:14][CH2:15][C:16]3[CH:17]=[CH:18][C:19]([S:22]([NH2:25])(=[O:23])=[O:24])=[CH:20][CH:21]=3)[C:5]2=[N:4][CH:3]=1. (4) Given the reactants [F:1][C:2]1[CH:7]=[CH:6][C:5]([C:8](=[O:23])[CH2:9][NH:10][C:11]([C:13]2[NH:22][C:16]3=[CH:17][N:18]=[C:19]([Cl:21])[CH:20]=[C:15]3[CH:14]=2)=[O:12])=[CH:4][CH:3]=1.[BH4-], predict the reaction product. The product is: [CH3:2][CH2:3][CH2:4][CH:5]([CH3:8])[CH3:6].[F:1][C:2]1[CH:7]=[CH:6][C:5]([CH:8]([OH:23])[CH2:9][NH:10][C:11]([C:13]2[NH:22][C:16]3=[CH:17][N:18]=[C:19]([Cl:21])[CH:20]=[C:15]3[CH:14]=2)=[O:12])=[CH:4][CH:3]=1. (5) Given the reactants FC(F)(F)C(O)=O.[F:8][C:9]1[CH:35]=[CH:34][C:12]([NH:13][C:14]2[CH:26]=[C:25](/[CH:27]=[CH:28]/[C:29]3[CH:33]=[CH:32][S:31][CH:30]=3)[CH:24]=[CH:23][C:15]=2[C:16]([O:18]C(C)(C)C)=[O:17])=[CH:11][CH:10]=1, predict the reaction product. The product is: [F:8][C:9]1[CH:10]=[CH:11][C:12]([NH:13][C:14]2[CH:26]=[C:25](/[CH:27]=[CH:28]/[C:29]3[CH:33]=[CH:32][S:31][CH:30]=3)[CH:24]=[CH:23][C:15]=2[C:16]([OH:18])=[O:17])=[CH:34][CH:35]=1. (6) Given the reactants [H-].[Al+3].[Li+].[H-].[H-].[H-].[O:7]1[C:13]2[CH:14]=[CH:15][CH:16]=[CH:17][C:12]=2[CH2:11][NH:10][C:9](=O)[CH2:8]1.O, predict the reaction product. The product is: [O:7]1[C:13]2[CH:14]=[CH:15][CH:16]=[CH:17][C:12]=2[CH2:11][NH:10][CH2:9][CH2:8]1.